Dataset: Forward reaction prediction with 1.9M reactions from USPTO patents (1976-2016). Task: Predict the product of the given reaction. (1) Given the reactants [NH2:1][C:2]1[C:10]([Cl:11])=[CH:9][C:5]([C:6]([OH:8])=O)=[C:4]([O:12][CH3:13])[CH:3]=1.CN1CCOCC1.ClC(OCC(C)C)=O.Cl.[N:30]1([CH2:35][CH2:36][CH2:37][N:38]2[CH2:43][CH2:42][CH:41]([CH2:44][NH2:45])[CH2:40][CH2:39]2)[CH:34]=[CH:33][N:32]=[N:31]1, predict the reaction product. The product is: [N:30]1([CH2:35][CH2:36][CH2:37][N:38]2[CH2:39][CH2:40][CH:41]([CH2:44][NH:45][C:6](=[O:8])[C:5]3[CH:9]=[C:10]([Cl:11])[C:2]([NH2:1])=[CH:3][C:4]=3[O:12][CH3:13])[CH2:42][CH2:43]2)[CH:34]=[CH:33][N:32]=[N:31]1. (2) Given the reactants [Cl:1][C:2]1[N:7]=[C:6]([CH3:8])[N:5]=[C:4]([NH:9][C:10]2[S:11][C:12]([S:15][C:16]#N)=[CH:13][N:14]=2)[CH:3]=1.SC[C@H:20]([C@@H:22]([CH2:24]S)O)[OH:21].C[C:27]1[C:28](C(N)=O)=[N:29]C=CC=1Cl.[O-]P([O-])([O-])=O.[K+].[K+].[K+].[CH3:45][OH:46], predict the reaction product. The product is: [Cl:1][C:2]1[N:7]=[C:6]([CH3:8])[N:5]=[C:4]([NH:9][C:10]2[S:11][C:12]([S:15][C:16]3[CH:27]=[CH:28][N:29]=[C:22]([C:20]([O:46][CH3:45])=[O:21])[CH:24]=3)=[CH:13][N:14]=2)[CH:3]=1. (3) Given the reactants [N:1]1([C:7]2[N:12]=[CH:11][NH:10][C:9](=[O:13])[CH:8]=2)[CH2:6][CH2:5][NH:4][CH2:3][CH2:2]1.[Cl:14][C:15]1[CH:16]=[CH:17][C:18]([N+:23]([O-:25])=[O:24])=[C:19]([CH:22]=1)[CH:20]=O, predict the reaction product. The product is: [Cl:14][C:15]1[CH:16]=[CH:17][C:18]([N+:23]([O-:25])=[O:24])=[C:19]([CH:22]=1)[CH2:20][N:4]1[CH2:5][CH2:6][N:1]([C:7]2[N:12]=[CH:11][NH:10][C:9](=[O:13])[CH:8]=2)[CH2:2][CH2:3]1.